Dataset: Reaction yield outcomes from USPTO patents with 853,638 reactions. Task: Predict the reaction yield, written as a fraction of the theoretical maximum amount of product (1.0 means a 100% yield; for example, 0.34 means a 34% yield). (1) The reactants are [Cl:1][C:2]1[N:7]=[C:6](Cl)[C:5]([S:9][CH3:10])=[CH:4][N:3]=1.C([O-])([O-])=O.[Na+].[Na+].[NH:17]1[CH2:22][CH2:21][O:20][CH2:19][CH2:18]1.CC(=O)OCC. The catalyst is CC(C)=O. The product is [Cl:1][C:2]1[N:7]=[C:6]([N:17]2[CH2:22][CH2:21][O:20][CH2:19][CH2:18]2)[C:5]([S:9][CH3:10])=[CH:4][N:3]=1. The yield is 0.470. (2) The reactants are C1(P([N:15]=[N+:16]=[N-:17])(C2C=CC=CC=2)=O)C=CC=CC=1.N12CCCN=C1CCCCC2.[CH3:29][C:30]1[O:34][C:33]([CH:35]([CH:37]2[CH2:41][CH2:40][CH2:39][S:38]2)O)=[CH:32][CH:31]=1.O. The catalyst is C1(C)C=CC=CC=1. The product is [N:15]([CH:35]([CH:37]1[CH2:41][CH2:40][CH2:39][S:38]1)[C:33]1[O:34][C:30]([CH3:29])=[CH:31][CH:32]=1)=[N+:16]=[N-:17]. The yield is 0.790. (3) The reactants are [NH2:1][C:2]1[CH:6]=[CH:5][S:4][C:3]=1[C:7]([O:9]C)=O.[CH:11]([NH2:13])=O. The catalyst is CCO. The product is [N:1]1[C:2]2[CH:6]=[CH:5][S:4][C:3]=2[C:7](=[O:9])[NH:13][CH:11]=1. The yield is 0.260. (4) The reactants are C[N+]1([O-])CCOCC1.[CH2:9]=[C:10]([C@@H:13]1[C@:21]2([CH3:22])[C@H:16]([C@@H:17]([OH:23])[CH2:18][CH2:19][CH2:20]2)[CH2:15][CH2:14]1)[CH2:11][CH3:12]. The catalyst is C(Cl)Cl.CCC[N+](CCC)(CCC)CCC.[O-][Ru](=O)(=O)=O. The product is [CH2:9]=[C:10]([C@@H:13]1[C@:21]2([CH3:22])[C@H:16]([C:17](=[O:23])[CH2:18][CH2:19][CH2:20]2)[CH2:15][CH2:14]1)[CH2:11][CH3:12]. The yield is 0.910.